Dataset: Blood-brain barrier permeability classification from the B3DB database. Task: Regression/Classification. Given a drug SMILES string, predict its absorption, distribution, metabolism, or excretion properties. Task type varies by dataset: regression for continuous measurements (e.g., permeability, clearance, half-life) or binary classification for categorical outcomes (e.g., BBB penetration, CYP inhibition). Dataset: b3db_classification. (1) The drug is CCC[C@@H](C)CC. The result is 1 (penetrates BBB). (2) The result is 0 (does not penetrate BBB). The compound is Nc1cc(Br)c([N+](=O)[O-])c(C(=O)O)c1. (3) The compound is NC(Cc1cc(I)c(Oc2cc(I)c(O)c(I)c2)c(I)c1)C(=O)O. The result is 0 (does not penetrate BBB). (4) The drug is COc1cc2sc(-c3ccccc3)nc2cc1CN[C@H]1CCCN[C@H]1c1ccccc1. The result is 1 (penetrates BBB). (5) The drug is CC(C)=CCN1CC[C@@]2(C)c3cc(O)ccc3C[C@@H]1[C@@H]2C. The result is 1 (penetrates BBB). (6) The molecule is CC(C)[C@H](N)C(=O)OC[C@@H](CO)OCn1cnc2c(=O)[nH]c(N)nc21. The result is 1 (penetrates BBB). (7) The compound is Clc1ccc2c(c1)C(=CC1CN3CCC1CC3)c1ccccc1S2. The result is 1 (penetrates BBB).